Dataset: Catalyst prediction with 721,799 reactions and 888 catalyst types from USPTO. Task: Predict which catalyst facilitates the given reaction. (1) Reactant: [CH3:1][O:2][C:3]([C:5]1([C:11]2[CH:16]=[CH:15][C:14]([NH2:17])=[C:13]([C:18]3[CH2:23][CH2:22][CH2:21][CH2:20][CH:19]=3)[CH:12]=2)[CH2:10][CH2:9][O:8][CH2:7][CH2:6]1)=[O:4].[K+].[C:25]([C:27]1[N:28]=[C:29]([C:40]([O-])=[O:41])[N:30]([CH2:32][O:33][CH2:34][CH2:35][Si:36]([CH3:39])([CH3:38])[CH3:37])[CH:31]=1)#[N:26]. The catalyst class is: 521. Product: [CH3:1][O:2][C:3]([C:5]1([C:11]2[CH:16]=[CH:15][C:14]([NH:17][C:40]([C:29]3[N:30]([CH2:32][O:33][CH2:34][CH2:35][Si:36]([CH3:39])([CH3:38])[CH3:37])[CH:31]=[C:27]([C:25]#[N:26])[N:28]=3)=[O:41])=[C:13]([C:18]3[CH2:23][CH2:22][CH2:21][CH2:20][CH:19]=3)[CH:12]=2)[CH2:6][CH2:7][O:8][CH2:9][CH2:10]1)=[O:4]. (2) Reactant: [CH3:1][C:2]1[CH:7]=[CH:6][C:5]([C:8]2[C:21]3[C:22]4=[C:23]5[C:18](=[CH:19][CH:20]=3)[CH:17]=[CH:16][C:15]([C:24]3[CH:29]=[CH:28][C:27]([CH3:30])=[CH:26][CH:25]=3)=[C:14]5[CH:13]=[CH:12][C:11]4=[C:10]([C:31]3[CH:36]=[CH:35][C:34]([CH3:37])=[CH:33][CH:32]=3)[CH:9]=2)=[CH:4][CH:3]=1.[Br:38]N1C(=O)CCC1=O.CN(C)C=O. Product: [Br:38][C:17]1[C:18]2[C:23]3=[C:22]4[C:21](=[CH:20][CH:19]=2)[C:8]([C:5]2[CH:4]=[CH:3][C:2]([CH3:1])=[CH:7][CH:6]=2)=[CH:9][C:10]([C:31]2[CH:36]=[CH:35][C:34]([CH3:37])=[CH:33][CH:32]=2)=[C:11]4[CH:12]=[CH:13][C:14]3=[C:15]([C:24]2[CH:29]=[CH:28][C:27]([CH3:30])=[CH:26][CH:25]=2)[CH:16]=1. The catalyst class is: 6.